This data is from Full USPTO retrosynthesis dataset with 1.9M reactions from patents (1976-2016). The task is: Predict the reactants needed to synthesize the given product. (1) Given the product [F:26][C:20]1[CH:21]=[CH:22][C:23]([F:25])=[CH:24][C:19]=1[C:16]1[N:14]2[N:15]=[C:10]([O:8][CH2:7][C:6]3[N:2]([CH3:1])[N:3]=[CH:4][N:5]=3)[C:11]([C:27]([CH3:30])([CH3:29])[CH3:28])=[CH:12][C:13]2=[N:18][N:17]=1, predict the reactants needed to synthesize it. The reactants are: [CH3:1][N:2]1[C:6]([CH2:7][OH:8])=[N:5][CH:4]=[N:3]1.Cl[C:10]1[C:11]([C:27]([CH3:30])([CH3:29])[CH3:28])=[CH:12][C:13]2[N:14]([C:16]([C:19]3[CH:24]=[C:23]([F:25])[CH:22]=[CH:21][C:20]=3[F:26])=[N:17][N:18]=2)[N:15]=1.[H-].[Na+]. (2) Given the product [C:1]([O:5][C:6]([N:8]1[CH2:12][C@H:11]([O:13][Si:14]([C:17]([CH3:20])([CH3:19])[CH3:18])([CH3:16])[CH3:15])[CH2:10][C@@H:9]1[C:21](=[O:38])[NH:22][C:23]1[CH:28]=[CH:27][C:26]([C:29]2[CH:34]=[CH:33][CH:32]=[CH:31][C:30]=2[S:51]([CH3:40])(=[O:54])=[O:50])=[CH:25][C:24]=1[F:37])=[O:7])([CH3:2])([CH3:3])[CH3:4], predict the reactants needed to synthesize it. The reactants are: [C:1]([O:5][C:6]([N:8]1[CH2:12][C@H:11]([O:13][Si:14]([C:17]([CH3:20])([CH3:19])[CH3:18])([CH3:16])[CH3:15])[CH2:10][C@@H:9]1[C:21](=[O:38])[NH:22][C:23]1[CH:28]=[CH:27][C:26]([C:29]2[CH:34]=[CH:33][CH:32]=[CH:31][C:30]=2SC)=[CH:25][C:24]=1[F:37])=[O:7])([CH3:4])([CH3:3])[CH3:2].Cl[C:40]1C=C(C=CC=1)C(OO)=O.[O-:50][S:51]([O-:54])(=S)=O.[Na+].[Na+]. (3) Given the product [F:1][C:2]1[CH:11]=[C:10]([F:12])[CH:9]=[C:8]2[C:3]=1[C:4]([NH:20][C:21]1[C:26]([C:38]3[C:37]([CH3:50])=[N:36][N:35]([CH3:34])[C:39]=3[CH3:40])=[CH:25][N:24]=[C:23]([N:28]3[CH2:33][CH2:32][O:31][CH2:30][CH2:29]3)[CH:22]=1)=[C:5]([CH3:19])[C:6]([C:13]1[CH:18]=[CH:17][CH:16]=[CH:15][N:14]=1)=[N:7]2, predict the reactants needed to synthesize it. The reactants are: [F:1][C:2]1[CH:11]=[C:10]([F:12])[CH:9]=[C:8]2[C:3]=1[C:4]([NH:20][C:21]1[C:26](I)=[CH:25][N:24]=[C:23]([N:28]3[CH2:33][CH2:32][O:31][CH2:30][CH2:29]3)[CH:22]=1)=[C:5]([CH3:19])[C:6]([C:13]1[CH:18]=[CH:17][CH:16]=[CH:15][N:14]=1)=[N:7]2.[CH3:34][N:35]1[C:39]([CH3:40])=[C:38](B2OC(C)(C)C(C)(C)O2)[C:37]([CH3:50])=[N:36]1.[F-].[K+]. (4) Given the product [CH:12]([C:4]1[C:3]2[C:8](=[CH:9][CH:10]=[CH:11][C:2]=2[NH:1][CH:19]2[CH2:20][CH2:15][CH2:16][N:17]([C:21]([O:23][C:24]([CH3:27])([CH3:26])[CH3:25])=[O:22])[CH2:18]2)[CH:7]=[N:6][CH:5]=1)=[CH2:13], predict the reactants needed to synthesize it. The reactants are: [NH2:1][C:2]1[CH:11]=[CH:10][CH:9]=[C:8]2[C:3]=1[C:4]([CH:12]=[CH2:13])=[CH:5][N:6]=[CH:7]2.O=[C:15]1[CH2:20][CH2:19][CH2:18][N:17]([C:21]([O:23][C:24]([CH3:27])([CH3:26])[CH3:25])=[O:22])[CH2:16]1.C(O[BH-](OC(=O)C)OC(=O)C)(=O)C.[Na+].C(=O)([O-])O.[Na+]. (5) Given the product [F:1][C:2]1[CH:3]=[C:4]2[C:8](=[CH:9][CH:10]=1)[N:7]([CH2:11][C:12]1[O:13][C:14]([C:17]([F:19])([F:20])[F:18])=[CH:15][CH:16]=1)[C:6](=[O:21])[C:5]12[C:24]2=[CH:25][C:26]3[O:30][CH2:29][O:28][C:27]=3[CH:31]=[C:32]2[O:23][CH2:22]1, predict the reactants needed to synthesize it. The reactants are: [F:1][C:2]1[CH:3]=[C:4]2[C:8](=[CH:9][CH:10]=1)[N:7]([CH2:11][C:12]1[O:13][C:14]([C:17]([F:20])([F:19])[F:18])=[CH:15][CH:16]=1)[C:6](=[O:21])[C:5]2([C:24]1[C:32](O)=[CH:31][C:27]2[O:28][CH2:29][O:30][C:26]=2[CH:25]=1)[CH2:22][OH:23].C(P(CCCC)CCCC)CCC.N(C(OC(C)(C)C)=O)=NC(OC(C)(C)C)=O.